Dataset: Peptide-MHC class I binding affinity with 185,985 pairs from IEDB/IMGT. Task: Regression. Given a peptide amino acid sequence and an MHC pseudo amino acid sequence, predict their binding affinity value. This is MHC class I binding data. The peptide sequence is TMLVRQMTK. The MHC is HLA-B46:01 with pseudo-sequence HLA-B46:01. The binding affinity (normalized) is 0.0847.